This data is from Rat liver microsome stability data. The task is: Regression/Classification. Given a drug SMILES string, predict its absorption, distribution, metabolism, or excretion properties. Task type varies by dataset: regression for continuous measurements (e.g., permeability, clearance, half-life) or binary classification for categorical outcomes (e.g., BBB penetration, CYP inhibition). Dataset: rlm. (1) The compound is Cc1cnc(NCCc2cccc3ccccc23)c(=O)n1CC(=O)NCCON=C(N)N. The result is 1 (stable in rat liver microsomes). (2) The drug is Oc1c(Cl)cc(Cl)c2ccc(-c3cc4cc5c(cc4[nH]3)OCO5)nc12. The result is 0 (unstable in rat liver microsomes). (3) The drug is COC12C(COC(N)=O)C3=C(C(O)=C(C)C(=N)C3=O)N1CC1C2N1C. The result is 0 (unstable in rat liver microsomes). (4) The drug is COc1ccccc1Nc1cnc2ccc(-c3ccc(OC)c(OC)c3)nn12. The result is 1 (stable in rat liver microsomes). (5) The molecule is C1CCc2nc3c(nc2C1)CCCC3. The result is 0 (unstable in rat liver microsomes). (6) The drug is CCOc1cc2ncc(C#N)c(Nc3ccc(OCc4ccccn4)c(Cl)c3)c2cc1NC(=O)C=CCN(C)C. The result is 0 (unstable in rat liver microsomes).